This data is from Catalyst prediction with 721,799 reactions and 888 catalyst types from USPTO. The task is: Predict which catalyst facilitates the given reaction. Reactant: [CH2:1]([N:8]1[CH:13]2[CH2:14][CH2:15][CH:9]1[CH2:10][NH:11][CH2:12]2)[C:2]1[CH:7]=[CH:6][CH:5]=[CH:4][CH:3]=1.CCN(CC)CC.[F:23][C:24]([F:35])([F:34])[C:25](O[C:25](=[O:26])[C:24]([F:35])([F:34])[F:23])=[O:26]. Product: [CH2:1]([N:8]1[CH:13]2[CH2:14][CH2:15][CH:9]1[CH2:10][N:11]([C:25](=[O:26])[C:24]([F:35])([F:34])[F:23])[CH2:12]2)[C:2]1[CH:3]=[CH:4][CH:5]=[CH:6][CH:7]=1. The catalyst class is: 2.